This data is from Reaction yield outcomes from USPTO patents with 853,638 reactions. The task is: Predict the reaction yield, written as a fraction of the theoretical maximum amount of product (1.0 means a 100% yield; for example, 0.34 means a 34% yield). (1) The reactants are [Br:1][C:2]1[CH:3]=[C:4]([S:8](Cl)(=[O:10])=[O:9])[CH:5]=[CH:6][CH:7]=1.[CH3:12][NH2:13]. The catalyst is C1COCC1. The product is [CH3:12][NH:13][S:8]([C:4]1[CH:5]=[CH:6][CH:7]=[C:2]([Br:1])[CH:3]=1)(=[O:10])=[O:9]. The yield is 0.990. (2) The reactants are C(Cl)(=O)C(Cl)=O.[CH3:7][O:8][C:9](=[O:22])[C:10]1[CH:15]=[CH:14][C:13]([CH2:16][CH2:17][C:18]([OH:20])=O)=[C:12]([CH3:21])[CH:11]=1.Cl.[CH3:24][C:25]([CH3:35])([CH3:34])[CH2:26][CH2:27][N:28]1[CH2:33][CH2:32][NH:31][CH2:30][CH2:29]1.CCN(C(C)C)C(C)C. The catalyst is ClCCl.CN(C=O)C. The product is [CH3:7][O:8][C:9](=[O:22])[C:10]1[CH:15]=[CH:14][C:13]([CH2:16][CH2:17][C:18]([N:31]2[CH2:32][CH2:33][N:28]([CH2:27][CH2:26][C:25]([CH3:35])([CH3:34])[CH3:24])[CH2:29][CH2:30]2)=[O:20])=[C:12]([CH3:21])[CH:11]=1. The yield is 0.960. (3) The reactants are [NH2:1][CH:2]([CH:14]([CH3:17])[CH2:15][CH3:16])[C:3]([NH:5][CH2:6][CH2:7][N:8]1[CH2:13][CH2:12][O:11][CH2:10][CH2:9]1)=[O:4].O.[C:19]1([CH3:29])[CH:24]=[CH:23][C:22]([S:25]([OH:28])(=[O:27])=[O:26])=[CH:21][CH:20]=1. The catalyst is O1CCCC1. The product is [S:25]([C:22]1[CH:23]=[CH:24][C:19]([CH3:29])=[CH:20][CH:21]=1)([OH:28])(=[O:27])=[O:26].[S:25]([C:22]1[CH:23]=[CH:24][C:19]([CH3:29])=[CH:20][CH:21]=1)([OH:28])(=[O:27])=[O:26].[NH2:1][CH:2]([CH:14]([CH3:17])[CH2:15][CH3:16])[C:3]([NH:5][CH2:6][CH2:7][N:8]1[CH2:13][CH2:12][O:11][CH2:10][CH2:9]1)=[O:4]. The yield is 0.900. (4) The reactants are [CH:1]1([C:4]2[C:5]([N:24]([C:29]3[CH:34]=[C:33]([F:35])[C:32]([N+:36]([O-])=O)=[C:31]([F:39])[CH:30]=3)[S:25]([CH3:28])(=[O:27])=[O:26])=[CH:6][C:7]3[O:11][C:10]([C:12]4[CH:17]=[CH:16][C:15]([F:18])=[CH:14][CH:13]=4)=[C:9]([C:19]([NH:21][CH3:22])=[O:20])[C:8]=3[CH:23]=2)[CH2:3][CH2:2]1.[Sn](Cl)Cl. The catalyst is CCOC(C)=O.C(O)C.O. The product is [NH2:36][C:32]1[C:31]([F:39])=[CH:30][C:29]([N:24]([C:5]2[C:4]([CH:1]3[CH2:3][CH2:2]3)=[CH:23][C:8]3[C:9]([C:19]([NH:21][CH3:22])=[O:20])=[C:10]([C:12]4[CH:17]=[CH:16][C:15]([F:18])=[CH:14][CH:13]=4)[O:11][C:7]=3[CH:6]=2)[S:25]([CH3:28])(=[O:27])=[O:26])=[CH:34][C:33]=1[F:35]. The yield is 0.550. (5) The reactants are [Br:1][C:2]1[C:3]([CH3:8])=[N:4][NH:5][C:6]=1[CH3:7].[H-].[Na+].Br[CH2:12][C:13]([O:15][CH2:16][CH3:17])=[O:14].[NH4+].[Cl-]. The catalyst is CN(C=O)C.CCOC(C)=O. The product is [Br:1][C:2]1[C:3]([CH3:8])=[N:4][N:5]([CH2:12][C:13]([O:15][CH2:16][CH3:17])=[O:14])[C:6]=1[CH3:7]. The yield is 0.740.